Dataset: Forward reaction prediction with 1.9M reactions from USPTO patents (1976-2016). Task: Predict the product of the given reaction. Given the reactants [NH2:1][NH:2][C:3]([C:5]1[CH:10]=[N:9][CH:8]=[CH:7][N:6]=1)=[NH:4].[CH2:11]([O:13][C:14]1[C:15]([OH:22])=[C:16]([CH:19]=[CH:20][CH:21]=1)[CH:17]=O)[CH3:12], predict the reaction product. The product is: [CH2:11]([O:13][C:14]1[C:15]([OH:22])=[C:16]([C:17]2[NH:1][N:2]=[C:3]([C:5]3[CH:10]=[N:9][CH:8]=[CH:7][N:6]=3)[N:4]=2)[CH:19]=[CH:20][CH:21]=1)[CH3:12].